Dataset: Forward reaction prediction with 1.9M reactions from USPTO patents (1976-2016). Task: Predict the product of the given reaction. Given the reactants [Cl:1][C:2]1[CH:3]=[C:4]([C:9]2[N:13]([C:14]3[CH:19]=[CH:18][CH:17]=[C:16]([Cl:20])[N:15]=3)[N:12]=[C:11]([C:21](O)=[O:22])[CH:10]=2)[CH:5]=[C:6]([F:8])[CH:7]=1.ClC1C=C(C2N(C3C=CC=CN=3)N=C(C([N:45]3[CH2:49][C:48](=[O:50])[NH:47][CH2:46]3)=O)C=2)C=C(F)C=1.Cl.N1C=CNC1=O, predict the reaction product. The product is: [Cl:1][C:2]1[CH:3]=[C:4]([C:9]2[N:13]([C:14]3[CH:19]=[CH:18][CH:17]=[C:16]([Cl:20])[N:15]=3)[N:12]=[C:11]([C:21]([N:45]3[CH2:49][C:48](=[O:50])[NH:47][CH2:46]3)=[O:22])[CH:10]=2)[CH:5]=[C:6]([F:8])[CH:7]=1.